This data is from Forward reaction prediction with 1.9M reactions from USPTO patents (1976-2016). The task is: Predict the product of the given reaction. (1) Given the reactants [CH3:1][S:2]([CH2:5][C:6](=[NH:8])[NH2:7])(=[O:4])=[O:3].C(=O)([O-])[O-].[K+].[K+].[C:15](OCC)(=[O:22])[CH2:16][C:17](OCC)=[O:18], predict the reaction product. The product is: [CH3:1][S:2]([CH2:5][C:6]1[N:7]=[C:17]([OH:18])[CH:16]=[C:15]([OH:22])[N:8]=1)(=[O:4])=[O:3]. (2) Given the reactants [Br:1][C:2]1[NH:6][N:5]=[CH:4][N:3]=1.C[O-].[Na+].CO.Br[CH2:13][C:14]1[CH:19]=[CH:18][CH:17]=[CH:16][CH:15]=1, predict the reaction product. The product is: [CH2:13]([N:6]1[C:2]([Br:1])=[N:3][CH:4]=[N:5]1)[C:14]1[CH:19]=[CH:18][CH:17]=[CH:16][CH:15]=1. (3) Given the reactants C1(P(C2C=CC=CC=2)C2C=CC=CC=2)C=CC=CC=1.N(C(OC(C)C)=O)=NC(OC(C)C)=O.[C:34]([CH2:36][NH:37][C:38]([CH:40]1[CH:45]([CH2:46]O)[CH:44]2[CH2:48][CH:41]1[CH:42]=[CH:43]2)=[O:39])#[N:35].[F:49][C:50]1[CH:55]=[CH:54][C:53]([SH:56])=[CH:52][CH:51]=1, predict the reaction product. The product is: [C:34]([CH2:36][NH:37][C:38]([CH:40]1[CH:45]([CH2:46][S:56][C:53]2[CH:54]=[CH:55][C:50]([F:49])=[CH:51][CH:52]=2)[CH:44]2[CH2:48][CH:41]1[CH2:42][CH2:43]2)=[O:39])#[N:35]. (4) The product is: [CH:1]1([C:6]2[CH:7]=[C:8]([CH2:13][CH2:14][C:15]([O:17][CH2:18][CH3:19])=[O:16])[CH:9]=[CH:10][C:11]=2[O:12][C:28]([O:30][CH3:31])=[O:29])[CH2:2][CH2:3][CH2:4][CH2:5]1. Given the reactants [CH:1]1([C:6]2[CH:7]=[C:8]([CH2:13][CH2:14][C:15]([O:17][CH2:18][CH3:19])=[O:16])[CH:9]=[CH:10][C:11]=2[OH:12])[CH2:5][CH2:4][CH2:3][CH2:2]1.C(N(CC)CC)C.Cl[C:28]([O:30][CH3:31])=[O:29], predict the reaction product. (5) Given the reactants [O:1]1CCO[CH:2]1[C:6]1[C:11]([CH3:12])=[CH:10][C:9]([NH:13][C:14]([CH2:16][CH2:17][N:18]2[CH2:23][CH2:22][CH:21]([O:24][C:25](=[O:39])[NH:26][C:27]3[CH:32]=[CH:31][CH:30]=[CH:29][C:28]=3[C:33]3[CH:38]=[CH:37][CH:36]=[CH:35][CH:34]=3)[CH2:20][CH2:19]2)=[O:15])=[C:8]([CH3:40])[CH:7]=1.C(#N)C.Cl.[OH-].[Na+], predict the reaction product. The product is: [CH:2]([C:6]1[C:11]([CH3:12])=[CH:10][C:9]([NH:13][C:14]([CH2:16][CH2:17][N:18]2[CH2:19][CH2:20][CH:21]([O:24][C:25](=[O:39])[NH:26][C:27]3[CH:32]=[CH:31][CH:30]=[CH:29][C:28]=3[C:33]3[CH:38]=[CH:37][CH:36]=[CH:35][CH:34]=3)[CH2:22][CH2:23]2)=[O:15])=[C:8]([CH3:40])[CH:7]=1)=[O:1]. (6) Given the reactants [Cl:1][C:2]1[C:7]([F:8])=[CH:6][C:5]([NH:9][C:10](=O)[C:11]2[C:16]([C:17]([F:20])([F:19])[F:18])=[CH:15][CH:14]=[N:13][CH:12]=2)=[C:4]([NH:22][CH3:23])[CH:3]=1.C1CCN2C(=NCCC2)CC1, predict the reaction product. The product is: [Cl:1][C:2]1[C:7]([F:8])=[CH:6][C:5]2[N:9]=[C:10]([C:11]3[CH:12]=[N:13][CH:14]=[CH:15][C:16]=3[C:17]([F:20])([F:19])[F:18])[N:22]([CH3:23])[C:4]=2[CH:3]=1. (7) Given the reactants [Cl:1][C:2]1[CH:7]=[CH:6][N:5]=[C:4]([C:8]2[CH:12]=[CH:11][S:10][C:9]=2[CH:13]=O)[CH:3]=1.O.[CH3:16][NH:17][CH3:18].C(O[BH-](OC(=O)C)OC(=O)C)(=O)C.[Na+], predict the reaction product. The product is: [Cl:1][C:2]1[CH:7]=[CH:6][N:5]=[C:4]([C:8]2[CH:12]=[CH:11][S:10][C:9]=2[CH2:13][N:17]([CH3:18])[CH3:16])[CH:3]=1. (8) Given the reactants [Cl:1][C:2]1[CH:7]=[CH:6][C:5](/[CH:8]=[CH:9]/[CH2:10][N:11]2[CH2:17][CH2:16][CH2:15]/[C:14](=[CH:18]/OC)/[CH2:13][CH2:12]2)=[CH:4][CH:3]=1.[ClH:21].ClC1C=C[C:26]([NH:29]N)=CC=1.F[C:32](F)(F)[C:33](O)=O.C([SiH](CC)CC)C.[OH-].[NH4+], predict the reaction product. The product is: [Cl:21][CH:33]1[CH2:32][CH2:26][NH:29][CH2:13][C:14]2([CH2:15][CH2:16][CH2:17][N:11]([CH2:10]/[CH:9]=[CH:8]/[C:5]3[CH:4]=[CH:3][C:2]([Cl:1])=[CH:7][CH:6]=3)[CH2:12]2)[CH2:18]1. (9) Given the reactants [CH:1]1([N:6]2[CH2:12][C:11]([F:14])([F:13])[C:10](=[O:15])[N:9]([CH3:16])[C:8]3[CH:17]=[N:18][C:19]([NH:21][C:22]4[CH:30]=[CH:29][C:25]([C:26](O)=[O:27])=[CH:24][C:23]=4[O:31][CH3:32])=[N:20][C:7]2=3)[CH2:5][CH2:4][CH2:3][CH2:2]1.F[P-](F)(F)(F)(F)F.CN(C(N(C)C)=[N+]1C2C(=NC=CC=2)[N+]([O-])=N1)C.C(N(C(C)C)C(C)C)C.[C:66]1([NH:72][CH2:73][CH2:74][NH2:75])[CH:71]=[CH:70][CH:69]=[CH:68][CH:67]=1, predict the reaction product. The product is: [CH:1]1([N:6]2[CH2:12][C:11]([F:13])([F:14])[C:10](=[O:15])[N:9]([CH3:16])[C:8]3[CH:17]=[N:18][C:19]([NH:21][C:22]4[CH:30]=[CH:29][C:25]([C:26]([NH:75][CH2:74][CH2:73][NH:72][C:66]5[CH:71]=[CH:70][CH:69]=[CH:68][CH:67]=5)=[O:27])=[CH:24][C:23]=4[O:31][CH3:32])=[N:20][C:7]2=3)[CH2:2][CH2:3][CH2:4][CH2:5]1. (10) The product is: [CH3:40][O:41][CH2:42][C:43]1[N:44]=[C:45]([CH2:48][N:49]2[N:53]=[C:52]([NH:54][C:14]([C:10]3[N:11]=[CH:12][O:13][C:9]=3[C:3]3[CH:4]=[CH:5][CH:6]=[CH:7][CH:8]=3)=[O:16])[CH:51]=[N:50]2)[S:46][CH:47]=1. Given the reactants N#N.[C:3]1([C:9]2[O:13][CH:12]=[N:11][C:10]=2[C:14]([OH:16])=O)[CH:8]=[CH:7][CH:6]=[CH:5][CH:4]=1.C1C=CC2N(O)N=NC=2C=1.C(Cl)CCl.CCN(C(C)C)C(C)C.[CH3:40][O:41][CH2:42][C:43]1[N:44]=[C:45]([CH2:48][N:49]2[N:53]=[C:52]([NH2:54])[CH:51]=[N:50]2)[S:46][CH:47]=1, predict the reaction product.